This data is from Forward reaction prediction with 1.9M reactions from USPTO patents (1976-2016). The task is: Predict the product of the given reaction. Given the reactants Br[C:2]1[CH:7]=[CH:6][CH:5]=[CH:4][CH:3]=1.Br[C:9]1[CH:14]=[CH:13][CH:12]=[CH:11][CH:10]=1.C1COCC1.II.C[O:23][C:24](=O)[C@H:25]([CH:34]([CH3:36])[CH3:35])[NH:26][C:27]([O:29][C:30]([CH3:33])([CH3:32])[CH3:31])=[O:28].[NH4+].[Cl-], predict the reaction product. The product is: [C:27]([NH:26][C@@H:25]([CH:34]([CH3:36])[CH3:35])[C:24]([C:9]1[CH:14]=[CH:13][CH:12]=[CH:11][CH:10]=1)([C:2]1[CH:7]=[CH:6][CH:5]=[CH:4][CH:3]=1)[OH:23])([O:29][C:30]([CH3:31])([CH3:32])[CH3:33])=[O:28].